Task: Predict the product of the given reaction.. Dataset: Forward reaction prediction with 1.9M reactions from USPTO patents (1976-2016) (1) Given the reactants [C:1]([O:5][C:6]([N:8]([C:16]1[C:17]([CH3:40])([CH3:39])[S:18](=[O:38])(=[O:37])[C:19]([CH2:34][CH2:35][OH:36])([CH3:33])[C@:20]([C:23]2[CH:28]=[C:27]([N+:29]([O-:31])=[O:30])[CH:26]=[CH:25][C:24]=2F)([CH3:22])[N:21]=1)[C:9](=[O:15])[O:10][C:11]([CH3:14])([CH3:13])[CH3:12])=[O:7])([CH3:4])([CH3:3])[CH3:2].C(=O)([O-])[O-].[Cs+].[Cs+], predict the reaction product. The product is: [CH3:40][C:17]1([CH3:39])[S:18](=[O:38])(=[O:37])[C:19]2([CH3:33])[CH2:34][CH2:35][O:36][C:24]3[CH:25]=[CH:26][C:27]([N+:29]([O-:31])=[O:30])=[CH:28][C:23]=3[C@@:20]2([CH3:22])[N:21]=[C:16]1[N:8]([C:6]([O:5][C:1]([CH3:3])([CH3:4])[CH3:2])=[O:7])[C:9](=[O:15])[O:10][C:11]([CH3:14])([CH3:13])[CH3:12]. (2) Given the reactants [Cl:1][C:2]1[CH:7]=[CH:6][C:5]([C:8]2[CH:13]=[C:12]([CH2:14][OH:15])[N:11]3[N:16]=[CH:17][C:18](I)=[C:10]3[N:9]=2)=[CH:4][CH:3]=1.[C:20]([C:22]1[CH:27]=[CH:26][C:25]([C:28]([OH:31])([CH3:30])[CH3:29])=[CH:24][CH:23]=1)#[CH:21], predict the reaction product. The product is: [Cl:1][C:2]1[CH:7]=[CH:6][C:5]([C:8]2[CH:13]=[C:12]([CH2:14][OH:15])[N:11]3[N:16]=[CH:17][C:18]([C:21]#[C:20][C:22]4[CH:27]=[CH:26][C:25]([C:28]([OH:31])([CH3:29])[CH3:30])=[CH:24][CH:23]=4)=[C:10]3[N:9]=2)=[CH:4][CH:3]=1. (3) The product is: [CH3:26][O:27][C:28]1[CH:29]=[CH:30][C:31]([CH2:32][N:33]2[CH2:38][CH2:37][N:36]([CH2:39][C:40]3[N:45]=[CH:44][C:43]([NH:46][C:23]([C:20]4[CH:21]=[CH:22][C:13]([C:3]5[C:4]([Cl:12])=[C:5]([O:10][CH3:11])[CH:6]=[C:7]([O:8][CH3:9])[C:2]=5[Cl:1])=[C:14]5[C:19]=4[N:18]=[CH:17][CH:16]=[CH:15]5)=[O:24])=[CH:42][CH:41]=3)[CH2:35][CH2:34]2)=[CH:47][CH:48]=1. Given the reactants [Cl:1][C:2]1[C:7]([O:8][CH3:9])=[CH:6][C:5]([O:10][CH3:11])=[C:4]([Cl:12])[C:3]=1[C:13]1[CH:22]=[CH:21][C:20]([C:23](O)=[O:24])=[C:19]2[C:14]=1[CH:15]=[CH:16][CH:17]=[N:18]2.[CH3:26][O:27][C:28]1[CH:48]=[CH:47][C:31]([CH2:32][N:33]2[CH2:38][CH2:37][N:36]([CH2:39][C:40]3[N:45]=[CH:44][C:43]([NH2:46])=[CH:42][CH:41]=3)[CH2:35][CH2:34]2)=[CH:30][CH:29]=1, predict the reaction product. (4) Given the reactants [CH:1]1[C:6]([OH:7])=[CH:5][C:4]2[C:8]([CH2:11][CH2:12][NH2:13])=[CH:9][NH:10][C:3]=2[CH:2]=1.Cl.[OH:15][C:16]1[CH:26]=[C:25]([OH:27])[CH:24]=[CH:23][C:17]=1/[CH:18]=[CH:19]/[C:20](O)=[O:21].C(N(CC)CC)C.O.ON1C2C=CC=CC=2N=N1.Cl.C(N=C=NCCCN(C)C)C, predict the reaction product. The product is: [OH:7][C:6]1[CH:5]=[C:4]2[C:3](=[CH:2][CH:1]=1)[NH:10][CH:9]=[C:8]2[CH2:11][CH2:12][NH:13][C:20](=[O:21])[CH:19]=[CH:18][C:17]1[CH:23]=[CH:24][C:25]([OH:27])=[CH:26][C:16]=1[OH:15]. (5) Given the reactants C[CH2:2][S:3]([N:6]([C:10]1[CH:15]=[C:14]([CH2:16]O)[CH:13]=[C:12]([CH2:18][O:19][CH2:20][C:21]([NH2:30])([CH3:29])[CH2:22][C:23]2[CH:28]=[CH:27][CH:26]=[CH:25][CH:24]=2)[CH:11]=1)[CH2:7][CH2:8][CH3:9])(=[O:5])=[O:4].C(Br)(Br)(Br)[Br:32].C1(P(C2C=CC=CC=2)C2C=CC=CC=2)C=CC=CC=1, predict the reaction product. The product is: [NH2:30][C:21]([CH3:29])([CH2:22][C:23]1[CH:28]=[CH:27][CH:26]=[CH:25][CH:24]=1)[CH2:20][O:19][CH2:18][C:12]1[CH:11]=[C:10]([N:6]([CH2:7][CH2:8][CH3:9])[S:3]([CH3:2])(=[O:5])=[O:4])[CH:15]=[C:14]([CH2:16][Br:32])[CH:13]=1. (6) Given the reactants [CH2:1]1[C:13]2[NH:12][C:11]3[C:6](=[CH:7][CH:8]=[CH:9][CH:10]=3)[C:5]=2[CH2:4][CH2:3][NH:2]1.[CH3:14][N:15]([CH3:29])[C:16]1([C:23]2[CH:28]=[CH:27][CH:26]=[CH:25][CH:24]=2)[CH2:21][CH2:20][C:19](=O)[CH2:18][CH2:17]1.C(O)(=O)C.[BH-](OC(C)=O)(OC(C)=O)OC(C)=O.[Na+].C1(N)C(F)=C(F)C(F)=C(N)C=1F.[ClH:60].Cl.Cl, predict the reaction product. The product is: [ClH:60].[ClH:60].[CH3:14][N:15]([CH3:29])[C:16]1([C:23]2[CH:24]=[CH:25][CH:26]=[CH:27][CH:28]=2)[CH2:17][CH2:18][CH:19]([N:2]2[CH2:3][CH2:4][C:5]3[C:6]4[C:11](=[CH:10][CH:9]=[CH:8][CH:7]=4)[NH:12][C:13]=3[CH2:1]2)[CH2:20][CH2:21]1.